Dataset: Full USPTO retrosynthesis dataset with 1.9M reactions from patents (1976-2016). Task: Predict the reactants needed to synthesize the given product. (1) The reactants are: [Cl:1][C:2]([Cl:21])([Cl:20])[CH2:3][O:4][C:5](=[O:19])[CH:6](Cl)[CH2:7][C:8]1[CH:13]=[CH:12][C:11]([CH2:14][C:15]([OH:17])=[O:16])=[CH:10][CH:9]=1.[F:22][C:23]1[CH:28]=[CH:27][C:26]([CH2:29][CH2:30][SH:31])=[CH:25][CH:24]=1.COC(=O)C(SCCC1C=CC(F)=CC=1)CC1C=CC(C(C)(C)O[SiH2]C(C)(C)C)=CC=1. Given the product [Cl:1][C:2]([Cl:21])([Cl:20])[CH2:3][O:4][C:5](=[O:19])[CH:6]([S:31][CH2:30][CH2:29][C:26]1[CH:27]=[CH:28][C:23]([F:22])=[CH:24][CH:25]=1)[CH2:7][C:8]1[CH:13]=[CH:12][C:11]([CH2:14][C:15]([OH:17])=[O:16])=[CH:10][CH:9]=1, predict the reactants needed to synthesize it. (2) The reactants are: [Br:1][C:2]1[N:6]2[CH:7]=[C:8]([C:15]3[CH:19]=CO[CH:16]=3)[CH:9]=[C:10]([C:11]([F:14])([F:13])[F:12])[C:5]2=[N:4][C:3]=1[C:20]([N:22]1[CH2:26][CH2:25][CH:24]([C:27]2[CH:32]=[CH:31][CH:30]=[CH:29][C:28]=2[F:33])[CH2:23]1)=[O:21].[NH:34]1C=C(B2OC(C)(C)C(C)(C)O2)C=[N:35]1. Given the product [Br:1][C:2]1[N:6]2[CH:7]=[C:8]([C:15]3[CH:19]=[N:34][NH:35][CH:16]=3)[CH:9]=[C:10]([C:11]([F:14])([F:13])[F:12])[C:5]2=[N:4][C:3]=1[C:20]([N:22]1[CH2:26][CH2:25][CH:24]([C:27]2[CH:32]=[CH:31][CH:30]=[CH:29][C:28]=2[F:33])[CH2:23]1)=[O:21], predict the reactants needed to synthesize it. (3) Given the product [NH2:20][C:18](=[O:19])[C@H:17]([NH:16][C:6]1[C:5]([F:24])=[CH:4][C:3]([C:1]([NH2:2])=[O:31])=[C:8]([NH:9][C:10]2[S:14][N:13]=[C:12]([CH3:15])[CH:11]=2)[CH:7]=1)[CH:21]1[CH2:22][CH2:23]1, predict the reactants needed to synthesize it. The reactants are: [C:1]([C:3]1[C:8]([NH:9][C:10]2[S:14][N:13]=[C:12]([CH3:15])[CH:11]=2)=[CH:7][C:6]([NH:16][C@H:17]([CH:21]2[CH2:23][CH2:22]2)[C:18]([NH2:20])=[O:19])=[C:5]([F:24])[CH:4]=1)#[N:2].[OH-].[Na+].OO.CC(O)=[O:31]. (4) Given the product [F:1][C:2]1[CH:3]=[CH:4][C:5]([N+:9]([O-:11])=[O:10])=[C:6]([O:8][CH3:12])[CH:7]=1, predict the reactants needed to synthesize it. The reactants are: [F:1][C:2]1[CH:3]=[CH:4][C:5]([N+:9]([O-:11])=[O:10])=[C:6]([OH:8])[CH:7]=1.[CH3:12]S(C)=O.CI.[OH-].[K+]. (5) The reactants are: [F:1][C:2]1[CH:9]=[C:8]([O:10][CH2:11][C:12]#[CH:13])[CH:7]=[C:6]([F:14])[C:3]=1[CH2:4][OH:5].[C:15]([O:19][C:20]([N:22]1[CH2:27][CH2:26][N:25]([C:28](Cl)=[O:29])[C@H:24]([CH2:31][CH3:32])[CH2:23]1)=[O:21])([CH3:18])([CH3:17])[CH3:16]. Given the product [F:1][C:2]1[CH:9]=[C:8]([O:10][CH2:11][C:12]#[CH:13])[CH:7]=[C:6]([F:14])[C:3]=1[CH2:4][O:5][C:28]([N:25]1[CH2:26][CH2:27][N:22]([C:20]([O:19][C:15]([CH3:17])([CH3:16])[CH3:18])=[O:21])[CH2:23][C@H:24]1[CH2:31][CH3:32])=[O:29], predict the reactants needed to synthesize it.